Task: Predict the reactants needed to synthesize the given product.. Dataset: Full USPTO retrosynthesis dataset with 1.9M reactions from patents (1976-2016) (1) Given the product [C:1]([O:5][C:6](=[O:19])[NH:7][C@H:8]([CH2:9][C:10]1[CH:15]=[CH:14][CH:13]=[CH:12][CH:11]=1)[C@@H:16]([OH:17])[CH2:18][N:20]1[C:24]2[CH:25]=[CH:26][CH:27]=[CH:28][C:23]=2[N:22]=[CH:21]1)([CH3:4])([CH3:3])[CH3:2], predict the reactants needed to synthesize it. The reactants are: [C:1]([O:5][C:6](=[O:19])[NH:7][C@@H:8]([C@@H:16]1[CH2:18][O:17]1)[CH2:9][C:10]1[CH:15]=[CH:14][CH:13]=[CH:12][CH:11]=1)([CH3:4])([CH3:3])[CH3:2].[N:20]1[C:24]2[CH:25]=[CH:26][CH:27]=[CH:28][C:23]=2[NH:22][CH:21]=1. (2) Given the product [CH3:1][C:2]1[O:6][N:5]=[C:4]([C:7]2[CH:8]=[C:9]([CH:18]=[CH:19][CH:20]=2)[O:10][CH:11]([CH2:15][CH2:16][CH3:17])[C:12]([Cl:23])=[O:13])[N:3]=1, predict the reactants needed to synthesize it. The reactants are: [CH3:1][C:2]1[O:6][N:5]=[C:4]([C:7]2[CH:8]=[C:9]([CH:18]=[CH:19][CH:20]=2)[O:10][CH:11]([CH2:15][CH2:16][CH3:17])[C:12](O)=[O:13])[N:3]=1.S(Cl)([Cl:23])=O.